Dataset: hERG potassium channel inhibition data for cardiac toxicity prediction from Karim et al.. Task: Regression/Classification. Given a drug SMILES string, predict its toxicity properties. Task type varies by dataset: regression for continuous values (e.g., LD50, hERG inhibition percentage) or binary classification for toxic/non-toxic outcomes (e.g., AMES mutagenicity, cardiotoxicity, hepatotoxicity). Dataset: herg_karim. The molecule is COc1cnc(-c2c(F)ccc(F)c2CCNC(=O)c2ccc(COCC(F)(F)F)nc2)cn1. The result is 0 (non-blocker).